This data is from Forward reaction prediction with 1.9M reactions from USPTO patents (1976-2016). The task is: Predict the product of the given reaction. (1) Given the reactants C(OC([N:8]1[CH2:11][C:10]2([CH2:16][CH2:15][N:14]([C:17](=[O:19])[CH3:18])[CH2:13][CH2:12]2)[CH2:9]1)=O)(C)(C)C.C(O)(C(F)(F)F)=O, predict the reaction product. The product is: [CH2:9]1[C:10]2([CH2:16][CH2:15][N:14]([C:17](=[O:19])[CH3:18])[CH2:13][CH2:12]2)[CH2:11][NH:8]1. (2) Given the reactants [C:1]([C:3]1[CH:8]=[CH:7][C:6]([N:9]2[C:13](=[O:14])[C:12]([CH3:16])([CH3:15])[N:11]([CH2:17][CH2:18][CH2:19][C:20]([OH:22])=O)[C:10]2=[S:23])=[CH:5][C:4]=1[C:24]([F:27])([F:26])[F:25])#[N:2].C(Cl)CCl.C1C=CC2N(O)N=NC=2C=1.[C:42]12([O:52][CH2:53][CH2:54][O:55][CH2:56][CH2:57][O:58][CH2:59][CH2:60][O:61][CH2:62][CH2:63][NH2:64])[CH2:51][CH:46]3[CH2:47][CH:48]([CH2:50][CH:44]([CH2:45]3)[CH2:43]1)[CH2:49]2, predict the reaction product. The product is: [C:42]12([O:52][CH2:53][CH2:54][O:55][CH2:56][CH2:57][O:58][CH2:59][CH2:60][O:61][CH2:62][CH2:63][NH:64][C:20](=[O:22])[CH2:19][CH2:18][CH2:17][N:11]3[C:12]([CH3:16])([CH3:15])[C:13](=[O:14])[N:9]([C:6]4[CH:7]=[CH:8][C:3]([C:1]#[N:2])=[C:4]([C:24]([F:27])([F:25])[F:26])[CH:5]=4)[C:10]3=[S:23])[CH2:43][CH:44]3[CH2:45][CH:46]([CH2:47][CH:48]([CH2:50]3)[CH2:49]1)[CH2:51]2. (3) The product is: [Br:9][C:6]1[C:5]([OH:8])=[CH:4][CH:3]=[C:2]([CH3:1])[N:7]=1. Given the reactants [CH3:1][C:2]1[N:7]=[CH:6][C:5]([OH:8])=[CH:4][CH:3]=1.[Br:9]Br, predict the reaction product. (4) Given the reactants BrC1C=[C:4]2[C:8](=CC=1)[N:7](S(C1C=CC=CC=1)(=O)=O)[C:6](C(OCC)=O)=[C:5]2[S:25](Cl)(=O)=O.[Cl:29][C:30]1[CH:31]=[C:32]2[C:36](=[CH:37][CH:38]=1)[N:35](S(C1C=CC=CC=1)(=O)=O)[C:34]([C:48]([O:50][CH2:51][CH3:52])=[O:49])=[C:33]2[S:53](Cl)(=[O:55])=[O:54].N1CCOCC1.N1CCSCC1, predict the reaction product. The product is: [Cl:29][C:30]1[CH:31]=[C:32]2[C:36](=[CH:37][CH:38]=1)[NH:35][C:34]([C:48]([O:50][CH2:51][CH3:52])=[O:49])=[C:33]2[S:53]([N:7]1[CH2:6][CH2:5][S:25][CH2:4][CH2:8]1)(=[O:54])=[O:55]. (5) Given the reactants [NH2:1][C@@H:2]([C:13]([OH:15])=[O:14])[CH2:3][C:4]1[C:12]2[C:7](=[CH:8][CH:9]=[CH:10][CH:11]=2)[NH:6][CH:5]=1.S(Cl)([Cl:18])=O.[CH3:20]O, predict the reaction product. The product is: [ClH:18].[CH3:20][O:14][C:13](=[O:15])[C@@H:2]([CH2:3][C:4]1[C:12]2[C:7](=[CH:8][CH:9]=[CH:10][CH:11]=2)[NH:6][CH:5]=1)[NH2:1]. (6) Given the reactants [F:1][C:2]1[C:7]([C:8]([F:11])([F:10])[F:9])=[CH:6][CH:5]=[CH:4][C:3]=1[NH2:12].C(=O)(O)[O-].[Na+].[C:18](Cl)(Cl)=[S:19], predict the reaction product. The product is: [F:1][C:2]1[C:7]([C:8]([F:10])([F:11])[F:9])=[CH:6][CH:5]=[CH:4][C:3]=1[N:12]=[C:18]=[S:19]. (7) Given the reactants ClCCO[C:5]1[CH:14]=[C:13]2[C:8]([C:9]([NH:17][C:18]3[CH:23]=[CH:22][C:21]([O:24][C:25]4[CH:30]=[CH:29][CH:28]=[CH:27][CH:26]=4)=[CH:20][CH:19]=3)=[C:10]([C:15]#[N:16])[CH:11]=[N:12]2)=[CH:7][C:6]=1[O:31][CH3:32].N1(C2CCNCC2)CCCCC1.[I-].[Na+], predict the reaction product. The product is: [CH3:32][O:31][C:6]1[CH:7]=[C:8]2[C:13](=[CH:14][CH:5]=1)[N:12]=[CH:11][C:10]([C:15]#[N:16])=[C:9]2[NH:17][C:18]1[CH:23]=[CH:22][C:21]([O:24][C:25]2[CH:30]=[CH:29][CH:28]=[CH:27][CH:26]=2)=[CH:20][CH:19]=1. (8) Given the reactants [CH3:1][O:2][C:3]1[CH:10]=[C:9]([N+:11]([O-:13])=[O:12])[CH:8]=[CH:7][C:4]=1[CH:5]=[O:6].[BH4-].[Na+], predict the reaction product. The product is: [CH3:1][O:2][C:3]1[CH:10]=[C:9]([N+:11]([O-:13])=[O:12])[CH:8]=[CH:7][C:4]=1[CH2:5][OH:6]. (9) Given the reactants C([NH:3][C:4]([C:7]1[CH:12]=[CH:11][C:10]([C:13]([C:15]([C:17]2[CH:22]=[CH:21][CH:20]=[CH:19][CH:18]=2)=[O:16])=[O:14])=[CH:9][CH:8]=1)([CH3:6])[CH3:5])=O.O.Cl, predict the reaction product. The product is: [NH2:3][C:4]([C:7]1[CH:12]=[CH:11][C:10]([C:13]([C:15]([C:17]2[CH:18]=[CH:19][CH:20]=[CH:21][CH:22]=2)=[O:16])=[O:14])=[CH:9][CH:8]=1)([CH3:5])[CH3:6]. (10) Given the reactants [NH2:1][C:2]1[N:3]=[N:4][C:5](Cl)=[CH:6][CH:7]=1.[Cl:9][C:10]1[CH:11]=[C:12]([CH:17]2[C:26]3[C:21](=[CH:22][C:23](B4OC(C)(C)C(C)(C)O4)=[CH:24][CH:25]=3)[C:20]([CH3:37])([CH3:36])[NH:19][CH2:18]2)[CH:13]=[CH:14][C:15]=1[Cl:16].C(=O)([O-])[O-].[Cs+].[Cs+], predict the reaction product. The product is: [Cl:9][C:10]1[CH:11]=[C:12]([CH:17]2[C:26]3[C:21](=[CH:22][C:23]([C:5]4[N:4]=[N:3][C:2]([NH2:1])=[CH:7][CH:6]=4)=[CH:24][CH:25]=3)[C:20]([CH3:37])([CH3:36])[NH:19][CH2:18]2)[CH:13]=[CH:14][C:15]=1[Cl:16].